From a dataset of Peptide-MHC class II binding affinity with 134,281 pairs from IEDB. Regression. Given a peptide amino acid sequence and an MHC pseudo amino acid sequence, predict their binding affinity value. This is MHC class II binding data. (1) The peptide sequence is THGIRPVVSTQLLLY. The MHC is DRB1_0802 with pseudo-sequence DRB1_0802. The binding affinity (normalized) is 0.566. (2) The binding affinity (normalized) is 0.540. The peptide sequence is NMVVERLGDYLVEQG. The MHC is DRB1_0101 with pseudo-sequence DRB1_0101.